From a dataset of Forward reaction prediction with 1.9M reactions from USPTO patents (1976-2016). Predict the product of the given reaction. (1) Given the reactants C([O-])(=O)C.[Na+].[Cl:6][C:7]1[CH:8]=[C:9]([S:14]([NH:17][C:18]2[CH:23]=[CH:22][CH:21]=[CH:20][C:19]=2[C:24]2[CH:29]=[CH:28][C:27]([F:30])=[CH:26][CH:25]=2)(=[O:16])=[O:15])[CH:10]=[CH:11][C:12]=1[Cl:13].[C:31]([O:35][CH3:36])(=[O:34])[CH:32]=[CH2:33], predict the reaction product. The product is: [CH3:36][O:35][C:31](=[O:34])[CH2:32][CH:33]1[C:25]2[C:24](=[CH:29][CH:28]=[C:27]([F:30])[CH:26]=2)[C:19]2[CH:20]=[CH:21][CH:22]=[CH:23][C:18]=2[N:17]1[S:14]([C:9]1[CH:10]=[CH:11][C:12]([Cl:13])=[C:7]([Cl:6])[CH:8]=1)(=[O:15])=[O:16]. (2) Given the reactants C[O:2][C:3]([C:5]1[C:6]([C:22]([F:25])([F:24])[F:23])=[N:7][C:8]([NH:11][CH2:12][CH2:13][CH2:14][C:15]2[CH:20]=[CH:19][CH:18]=[C:17]([OH:21])[CH:16]=2)=[N:9][CH:10]=1)=[O:4].O.[OH-].[Li+], predict the reaction product. The product is: [OH:21][C:17]1[CH:16]=[C:15]([CH2:14][CH2:13][CH2:12][NH:11][C:8]2[N:7]=[C:6]([C:22]([F:25])([F:24])[F:23])[C:5]([C:3]([OH:4])=[O:2])=[CH:10][N:9]=2)[CH:20]=[CH:19][CH:18]=1. (3) Given the reactants [OH-].[Na+].O.[CH:4](=[O:9])[CH2:5][CH2:6][CH2:7][CH3:8].[C:10]1(=[O:15])[CH2:14][CH2:13][CH2:12][CH2:11]1, predict the reaction product. The product is: [OH:9][CH:4]([CH:11]1[CH2:12][CH2:13][CH2:14][C:10]1=[O:15])[CH2:5][CH2:6][CH2:7][CH3:8]. (4) Given the reactants [OH:1][CH:2]1[CH2:7][CH2:6][NH:5][CH2:4][CH2:3]1.Cl[C:9]([O:11][CH2:12][CH:13]=[CH2:14])=[O:10].CCN(C(C)C)C(C)C, predict the reaction product. The product is: [OH:1][CH:2]1[CH2:7][CH2:6][N:5]([C:9]([O:11][CH2:12][CH:13]=[CH2:14])=[O:10])[CH2:4][CH2:3]1. (5) Given the reactants [C:1]([O:5][C:6]([N:8]1[CH2:13][CH2:12][N:11]([C:14]2[C:19]([C:20]([F:23])([F:22])[F:21])=[CH:18][C:17]([CH:24]=[O:25])=[CH:16][N:15]=2)[CH2:10][CH2:9]1)=[O:7])([CH3:4])([CH3:3])[CH3:2].[BH4-].[Na+], predict the reaction product. The product is: [C:1]([O:5][C:6]([N:8]1[CH2:9][CH2:10][N:11]([C:14]2[C:19]([C:20]([F:23])([F:21])[F:22])=[CH:18][C:17]([CH2:24][OH:25])=[CH:16][N:15]=2)[CH2:12][CH2:13]1)=[O:7])([CH3:4])([CH3:2])[CH3:3]. (6) Given the reactants [Cl:1][C:2]1[CH:3]=[C:4]([CH2:9][N:10]2[C:14]([CH3:15])=[C:13]([C:16]([NH:18][C:19]3[CH:24]=[CH:23][CH:22]=[C:21]([OH:25])[CH:20]=3)=[O:17])[N:12]=[N:11]2)[CH:5]=[CH:6][C:7]=1[Cl:8].Br[CH2:27][CH2:28][O:29]C1CCCCO1.C(=O)([O-])[O-].[K+].[K+], predict the reaction product. The product is: [Cl:1][C:2]1[CH:3]=[C:4]([CH2:9][N:10]2[C:14]([CH3:15])=[C:13]([C:16]([NH:18][C:19]3[CH:24]=[CH:23][CH:22]=[C:21]([O:25][CH2:27][CH2:28][OH:29])[CH:20]=3)=[O:17])[N:12]=[N:11]2)[CH:5]=[CH:6][C:7]=1[Cl:8].